Dataset: CYP3A4 inhibition data for predicting drug metabolism from PubChem BioAssay. Task: Regression/Classification. Given a drug SMILES string, predict its absorption, distribution, metabolism, or excretion properties. Task type varies by dataset: regression for continuous measurements (e.g., permeability, clearance, half-life) or binary classification for categorical outcomes (e.g., BBB penetration, CYP inhibition). Dataset: cyp3a4_veith. (1) The drug is COc1ccccc1CN1CCCC2(CCN(C(=O)c3ccncc3)CC2)C1. The result is 1 (inhibitor). (2) The compound is CCCC12CN3CC(CCC)(CN(C1)C3C(O)C(O)C(O)CO)C2=O. The result is 0 (non-inhibitor). (3) The compound is COc1ccccc1CNC(=O)C1CCN(S(=O)(=O)N2CC(C)CC(C)C2)CC1. The result is 1 (inhibitor). (4) The molecule is CC(=O)N(c1ccc2oc(=O)sc2c1)S(=O)(=O)c1cccs1. The result is 1 (inhibitor). (5) The drug is CCc1c(C)[nH]c2c1C(=O)[C@H](CN1CCOCC1)CC2. The result is 1 (inhibitor).